Dataset: Catalyst prediction with 721,799 reactions and 888 catalyst types from USPTO. Task: Predict which catalyst facilitates the given reaction. (1) Reactant: [C:1]([C:4]1[S:8][C:7]([C:9]2[CH:10]=[C:11]([Cl:30])[C:12]3[O:16][CH:15]([CH2:17][NH:18][C:19](=[O:28])/[CH:20]=[CH:21]/[C:22]4[CH:23]=[N:24][CH:25]=[CH:26][CH:27]=4)[CH2:14][C:13]=3[CH:29]=2)=[CH:6][CH:5]=1)(=[O:3])[CH3:2].[CH3:31][Mg]Br.[Cl-].[NH4+]. Product: [Cl:30][C:11]1[C:12]2[O:16][CH:15]([CH2:17][NH:18][C:19](=[O:28])/[CH:20]=[CH:21]/[C:22]3[CH:23]=[N:24][CH:25]=[CH:26][CH:27]=3)[CH2:14][C:13]=2[CH:29]=[C:9]([C:7]2[S:8][C:4]([C:1]([OH:3])([CH3:31])[CH3:2])=[CH:5][CH:6]=2)[CH:10]=1. The catalyst class is: 1. (2) Reactant: [F:1][C:2]1[CH:7]=[CH:6][C:5]([O:8][CH3:9])=[CH:4][C:3]=1[C:10]1[CH:15]=[CH:14][C:13]([O:16][CH2:17][C:18]2[CH:19]=[C:20]([CH2:24][CH2:25][CH:26]=[O:27])[CH:21]=[CH:22][CH:23]=2)=[CH:12][C:11]=1[CH2:28][C:29]([CH3:32])([CH3:31])[CH3:30].P([O-])(O)(O)=[O:34].[Na+].Cl([O-])=O.[Na+].CC(=CC)C.Cl. Product: [CH3:30][C:29]([CH3:32])([CH3:31])[CH2:28][C:11]1[CH:12]=[C:13]([O:16][CH2:17][C:18]2[CH:19]=[C:20]([CH2:24][CH2:25][C:26]([OH:34])=[O:27])[CH:21]=[CH:22][CH:23]=2)[CH:14]=[CH:15][C:10]=1[C:3]1[CH:4]=[C:5]([O:8][CH3:9])[CH:6]=[CH:7][C:2]=1[F:1]. The catalyst class is: 371. (3) Reactant: [NH2:1][C:2]1[CH:3]=[C:4]([CH:21]=[CH:22][C:23]=1[F:24])[O:5][C:6]1[N:11]=[C:10]2[S:12][C:13]([NH:15][C:16]([CH:18]3[CH2:20][CH2:19]3)=[O:17])=[N:14][C:9]2=[CH:8][CH:7]=1.[S:25]1[CH:29]=[CH:28][C:27]([CH2:30][C:31](O)=[O:32])=[CH:26]1.F[P-](F)(F)(F)(F)F.N1(OC(N(C)C)=[N+](C)C)C2N=CC=CC=2N=N1. Product: [F:24][C:23]1[CH:22]=[CH:21][C:4]([O:5][C:6]2[N:11]=[C:10]3[S:12][C:13]([NH:15][C:16]([CH:18]4[CH2:20][CH2:19]4)=[O:17])=[N:14][C:9]3=[CH:8][CH:7]=2)=[CH:3][C:2]=1[NH:1][C:31](=[O:32])[CH2:30][C:27]1[CH:28]=[CH:29][S:25][CH:26]=1. The catalyst class is: 300. (4) Reactant: [CH2:1]([O:3][C:4](=O)[C@H:5]([O:7][C:8]1[CH:13]=[C:12]([NH:14][S:15]([CH:18]2[CH2:20][CH2:19]2)(=[O:17])=[O:16])[N:11]=[C:10]([S:21][CH2:22][C:23]2[CH:28]=[CH:27][CH:26]=[C:25]([F:29])[C:24]=2[F:30])[N:9]=1)[CH3:6])[CH3:2].[BH4-].[Li+]. Product: [CH3:2][CH2:1][O:3][CH2:4][CH3:5].[CH3:26][CH2:25][CH2:24][CH:23]([CH3:28])[CH3:22].[F:30][C:24]1[C:25]([F:29])=[CH:26][CH:27]=[CH:28][C:23]=1[CH2:22][S:21][C:10]1[N:11]=[C:12]([NH:14][S:15]([CH:18]2[CH2:19][CH2:20]2)(=[O:17])=[O:16])[CH:13]=[C:8]([O:7][C@H:5]([CH3:6])[CH2:4][OH:3])[N:9]=1. The catalyst class is: 1. (5) Reactant: [Cl:1][C:2]1[N:7]=[CH:6][C:5]([F:8])=[C:4](Cl)[N:3]=1.[NH2:10][C:11]1[CH:20]=[CH:19][CH:18]=[CH:17][C:12]=1[C:13]([NH:15][CH3:16])=[O:14].C(N(CC)C(C)C)(C)C. Product: [Cl:1][C:2]1[N:3]=[C:4]([NH:10][C:11]2[CH:20]=[CH:19][CH:18]=[CH:17][C:12]=2[C:13]([NH:15][CH3:16])=[O:14])[C:5]([F:8])=[CH:6][N:7]=1. The catalyst class is: 32. (6) Reactant: C[O:2][C:3](=[O:28])[C:4]1[CH:27]=[CH:26][CH:25]=[C:6]([C:7]([NH:9][CH2:10][C@H:11]2[CH2:15][C@@H:14]([C:16]([N:18]3[CH2:22][CH2:21][C:20]([F:24])([F:23])[CH2:19]3)=[O:17])[NH:13][CH2:12]2)=[O:8])[CH:5]=1.FC(F)(F)C(O)=O. Product: [F:24][C:20]1([F:23])[CH2:21][CH2:22][N:18]([C:16]([C@H:14]2[NH:13][CH2:12][C@@H:11]([CH2:10][NH:9][C:7](=[O:8])[C:6]3[CH:5]=[C:4]([CH:27]=[CH:26][CH:25]=3)[C:3]([OH:28])=[O:2])[CH2:15]2)=[O:17])[CH2:19]1. The catalyst class is: 5. (7) Reactant: Cl[C:2]1[C:7]([O:8][CH2:9][CH2:10][O:11]C2CCCCO2)=[CH:6][CH:5]=[CH:4][N:3]=1.[CH3:18][N:19]1[CH2:23][CH2:22][CH2:21][CH:20]1[CH2:24][CH2:25][OH:26].CC(C)([O-])C.[K+].C(O)(C)(C)C. Product: [CH3:18][N:19]1[CH2:23][CH2:22][CH2:21][CH:20]1[CH2:24][CH2:25][O:26][C:2]1[C:7]([O:8][CH2:9][CH2:10][OH:11])=[CH:6][CH:5]=[CH:4][N:3]=1. The catalyst class is: 11.